From a dataset of Catalyst prediction with 721,799 reactions and 888 catalyst types from USPTO. Predict which catalyst facilitates the given reaction. (1) Reactant: [CH3:1][N:2]([C:6]1[CH:11]=[CH:10][C:9]([NH:12][C:13]2[N:21]=[C:20]3[C:16]([N:17]=[CH:18][NH:19]3)=[C:15]([NH:22][CH:23]3[CH2:28][CH2:27][CH2:26][NH:25][CH2:24]3)[N:14]=2)=[CH:8][CH:7]=1)[C:3](=[O:5])[CH3:4].[CH:29](N(C(C)C)CC)(C)C.[C:38](Cl)(=[O:41])[CH:39]=[CH2:40]. Product: [C:38]([N:25]1[CH2:26][CH2:27][CH2:28][CH:23]([NH:22][C:15]2[N:14]=[C:13]([NH:12][C:9]3[CH:8]=[CH:7][C:6]([N:2]([CH3:1])[C:3](=[O:5])[CH2:4][CH3:29])=[CH:11][CH:10]=3)[N:21]=[C:20]3[C:16]=2[N:17]=[CH:18][NH:19]3)[CH2:24]1)(=[O:41])[CH:39]=[CH2:40]. The catalyst class is: 85. (2) Reactant: CC(OC(/N=N/C(OC(C)C)=O)=O)C.[OH:15][C:16]1[CH:17]=[CH:18][C:19]([O:31][CH2:32][C:33]2[CH:38]=[CH:37][CH:36]=[CH:35][CH:34]=2)=[C:20]([CH:30]=1)[C:21]([NH:23][C:24]1[CH:25]=[N:26][CH:27]=[CH:28][CH:29]=1)=[O:22].[CH3:39][N:40]([CH3:44])[CH2:41][CH2:42]O.C1C=CC(P(C2C=CC=CC=2)C2C=CC=CC=2)=CC=1. Product: [CH3:39][N:40]([CH3:44])[CH2:41][CH2:42][O:15][C:16]1[CH:17]=[CH:18][C:19]([O:31][CH2:32][C:33]2[CH:34]=[CH:35][CH:36]=[CH:37][CH:38]=2)=[C:20]([CH:30]=1)[C:21]([NH:23][C:24]1[CH:25]=[N:26][CH:27]=[CH:28][CH:29]=1)=[O:22]. The catalyst class is: 11. (3) Reactant: Cl[C:2]1[CH:7]=[C:6]([Cl:8])[N:5]=[C:4]([C:9]2[CH:14]=[CH:13][CH:12]=[C:11]([C:15]([F:18])([F:17])[F:16])[N:10]=2)[N:3]=1.[CH:19]1([C@H:22]([NH2:24])[CH3:23])[CH2:21][CH2:20]1.CCN(CC)CC. Product: [Cl:8][C:6]1[N:5]=[C:4]([C:9]2[CH:14]=[CH:13][CH:12]=[C:11]([C:15]([F:18])([F:17])[F:16])[N:10]=2)[N:3]=[C:2]([NH:24][C@@H:22]([CH:19]2[CH2:21][CH2:20]2)[CH3:23])[CH:7]=1. The catalyst class is: 1.